From a dataset of Reaction yield outcomes from USPTO patents with 853,638 reactions. Predict the reaction yield, written as a fraction of the theoretical maximum amount of product (1.0 means a 100% yield; for example, 0.34 means a 34% yield). (1) The reactants are [Br:1][C:2]1[CH:3]=[C:4]([NH2:9])[C:5]([Cl:8])=[N:6][CH:7]=1.C(N(C(C)C)CC)(C)C.[CH3:19][S:20](Cl)(=[O:22])=[O:21].C(=O)([O-])[O-].[K+].[K+].C(O)(=O)CC(CC(O)=O)(C(O)=O)O. The catalyst is ClCCl.O. The product is [Br:1][C:2]1[CH:3]=[C:4]([NH:9][S:20]([CH3:19])(=[O:22])=[O:21])[C:5]([Cl:8])=[N:6][CH:7]=1. The yield is 0.380. (2) The reactants are [N+:1]([C:4]1[CH:5]=[C:6]([C@@H:10]([NH2:12])[CH3:11])[CH:7]=[CH:8][CH:9]=1)([O-])=O.[H][H]. The catalyst is [Pd].CO. The product is [NH2:12][C@H:10]([C:6]1[CH:5]=[C:4]([CH:9]=[CH:8][CH:7]=1)[NH2:1])[CH3:11]. The yield is 1.00. (3) The reactants are Cl.[NH2:2][CH2:3][C:4]1[CH:12]=[CH:11][CH:10]=[C:9]2[C:5]=1[C:6](=[O:22])[N:7]([CH:14]1[CH2:19][CH2:18][C:17](=[O:20])[NH:16][C:15]1=[O:21])[C:8]2=[O:13].N12CCCN=C1CCCCC2.ON1C2C=CC=CC=2N=N1.[F:44][C:45]1[CH:46]=[C:47]([CH2:52][C:53](O)=[O:54])[CH:48]=[C:49]([F:51])[CH:50]=1.Cl.CN(C)CCCN=C=NCC. The catalyst is C(#N)C. The product is [F:44][C:45]1[CH:46]=[C:47]([CH2:52][C:53]([NH:2][CH2:3][C:4]2[CH:12]=[CH:11][CH:10]=[C:9]3[C:5]=2[C:6](=[O:22])[N:7]([CH:14]2[CH2:19][CH2:18][C:17](=[O:20])[NH:16][C:15]2=[O:21])[C:8]3=[O:13])=[O:54])[CH:48]=[C:49]([F:51])[CH:50]=1. The yield is 0.560. (4) The reactants are [CH3:1][O:2][C:3]1[C:8]([CH2:9]S([O-])(=O)=O)=[C:7]([CH3:14])[N:6]=[C:5]([C:15]2[C:20]([O:21][CH3:22])=[CH:19][C:18]([CH3:23])=[CH:17][C:16]=2[CH3:24])[N:4]=1.COC1[CH:32]=[C:31]([F:33])[CH:30]=[CH:29][C:28]=1B(O)O.[C:37](=[O:40])([O-])[O-].[Na+].[Na+]. The catalyst is C1(C)C=CC=CC=1.C(OCC)(=O)C.C1C=CC([P]([Pd]([P](C2C=CC=CC=2)(C2C=CC=CC=2)C2C=CC=CC=2)([P](C2C=CC=CC=2)(C2C=CC=CC=2)C2C=CC=CC=2)[P](C2C=CC=CC=2)(C2C=CC=CC=2)C2C=CC=CC=2)(C2C=CC=CC=2)C2C=CC=CC=2)=CC=1. The product is [F:33][C:31]1[CH:30]=[CH:29][C:28]([O:40][CH3:37])=[C:9]([C:8]2[C:3]([O:2][CH3:1])=[N:4][C:5]([C:15]3[C:20]([O:21][CH3:22])=[CH:19][C:18]([CH3:23])=[CH:17][C:16]=3[CH3:24])=[N:6][C:7]=2[CH3:14])[CH:32]=1. The yield is 0.500.